Dataset: Forward reaction prediction with 1.9M reactions from USPTO patents (1976-2016). Task: Predict the product of the given reaction. Given the reactants [CH2:1]([C@H:8]([NH:21][C:22]([C@@H:24]([NH:34][C:35]([C@@H:37]([NH:39][C:40]([C:42]1[CH2:43][C:44]2[C:49]([C:50]=1[CH3:51])=[CH:48][CH:47]=[CH:46][CH:45]=2)=[O:41])[CH3:38])=[O:36])[CH2:25][C:26]1[CH:31]=[CH:30][C:29]([O:32][CH3:33])=[CH:28][CH:27]=1)=[O:23])[CH:9]([C:11](=[O:20])[NH:12][CH2:13][C:14]1[CH:19]=[CH:18][CH:17]=[CH:16][CH:15]=1)[OH:10])[C:2]1[CH:7]=[CH:6][CH:5]=[CH:4][CH:3]=1.CC(OI1(OC(C)=O)(OC(C)=O)OC(=O)C2C=CC=CC1=2)=O, predict the reaction product. The product is: [CH2:1]([C@H:8]([NH:21][C:22]([C@@H:24]([NH:34][C:35]([C@@H:37]([NH:39][C:40]([C:42]1[CH2:43][C:44]2[C:49]([C:50]=1[CH3:51])=[CH:48][CH:47]=[CH:46][CH:45]=2)=[O:41])[CH3:38])=[O:36])[CH2:25][C:26]1[CH:31]=[CH:30][C:29]([O:32][CH3:33])=[CH:28][CH:27]=1)=[O:23])[C:9]([C:11](=[O:20])[NH:12][CH2:13][C:14]1[CH:15]=[CH:16][CH:17]=[CH:18][CH:19]=1)=[O:10])[C:2]1[CH:3]=[CH:4][CH:5]=[CH:6][CH:7]=1.